This data is from Full USPTO retrosynthesis dataset with 1.9M reactions from patents (1976-2016). The task is: Predict the reactants needed to synthesize the given product. Given the product [F:19][C:20]1[CH:25]=[CH:24][C:23]([N:26]([CH3:27])[C:2]2[N:7]=[C:6]([S:8][C:9]#[N:10])[C:5]([N+:11]([O-:13])=[O:12])=[CH:4][N:3]=2)=[CH:22][C:21]=1[NH:28][C:29](=[O:35])[O:30][C:31]([CH3:33])([CH3:32])[CH3:34], predict the reactants needed to synthesize it. The reactants are: Cl[C:2]1[N:7]=[C:6]([S:8][C:9]#[N:10])[C:5]([N+:11]([O-:13])=[O:12])=[CH:4][N:3]=1.C(=O)([O-])O.[Na+].[F:19][C:20]1[CH:25]=[CH:24][C:23]([NH:26][CH3:27])=[CH:22][C:21]=1[NH:28][C:29](=[O:35])[O:30][C:31]([CH3:34])([CH3:33])[CH3:32].O.